Dataset: Forward reaction prediction with 1.9M reactions from USPTO patents (1976-2016). Task: Predict the product of the given reaction. (1) The product is: [Cl:7][C:8]1[C:9]([N+:14]([O-:16])=[O:15])=[CH:10][NH:11][C:12](=[O:4])[CH:13]=1. Given the reactants CC(C)([O-:4])C.[K+].[Cl:7][C:8]1[CH:13]=[CH:12][N:11]=[CH:10][C:9]=1[N+:14]([O-:16])=[O:15].CC(OO)(C)C, predict the reaction product. (2) Given the reactants [OH-].[OH-].[C:3]1([B+2])[CH:8]=[CH:7][CH:6]=[CH:5][CH:4]=1.[F-].[K+].Cl[C:13]1[CH:21]=[CH:20][CH:19]=[CH:18][C:14]=1[CH2:15][C:16]#[N:17], predict the reaction product. The product is: [C:16]([CH2:15][C:14]1[CH:18]=[CH:19][CH:20]=[CH:21][C:13]=1[C:3]1[CH:8]=[CH:7][CH:6]=[CH:5][CH:4]=1)#[N:17]. (3) Given the reactants [Cl:1][C:2]1[CH:7]=[CH:6][C:5]([C:8](=[O:31])[CH2:9][N:10]2[CH2:15][CH2:14][CH:13]([N:16]3[C:20]4[CH:21]=[CH:22][C:23]([C:25]5[NH:29][N:28]=[N:27][N:26]=5)=[CH:24][C:19]=4[NH:18][C:17]3=[O:30])[CH2:12][CH2:11]2)=[CH:4][CH:3]=1.[BH4-].[Na+].O.FC(F)(F)C(O)=O, predict the reaction product. The product is: [Cl:1][C:2]1[CH:3]=[CH:4][C:5]([CH:8]([OH:31])[CH2:9][N:10]2[CH2:15][CH2:14][CH:13]([N:16]3[C:20]4[CH:21]=[CH:22][C:23]([C:25]5[NH:29][N:28]=[N:27][N:26]=5)=[CH:24][C:19]=4[NH:18][C:17]3=[O:30])[CH2:12][CH2:11]2)=[CH:6][CH:7]=1. (4) Given the reactants [CH:1]([C:3]1[CH:4]=[CH:5][C:6]([O:11][C@@H:12]([CH3:15])[CH2:13][CH3:14])=[C:7]([CH:10]=1)[C:8]#[N:9])=[O:2].B1([O-])O[O:17]1.O.O.O.O.[Na+], predict the reaction product. The product is: [C:8]([C:7]1[CH:10]=[C:3]([CH:4]=[CH:5][C:6]=1[O:11][C@@H:12]([CH3:15])[CH2:13][CH3:14])[C:1]([OH:17])=[O:2])#[N:9]. (5) Given the reactants Br[C:2]1[CH:15]=[CH:14][C:13]2[N:12]([S:16]([C:19]3[CH:24]=[CH:23][C:22]([O:25][CH3:26])=[CH:21][CH:20]=3)(=[O:18])=[O:17])[CH:11]([CH2:27][CH3:28])[C:10]3[C:5](=[CH:6][CH:7]=[C:8]([F:29])[CH:9]=3)[C:4]=2[CH:3]=1.[S:30]1[CH:34]=[CH:33][C:32](B(O)O)=[CH:31]1.ClCCl.[OH-].[Na+], predict the reaction product. The product is: [CH2:27]([CH:11]1[C:10]2[C:5](=[CH:6][CH:7]=[C:8]([F:29])[CH:9]=2)[C:4]2[CH:3]=[C:2]([C:32]3[CH:33]=[CH:34][S:30][CH:31]=3)[CH:15]=[CH:14][C:13]=2[N:12]1[S:16]([C:19]1[CH:20]=[CH:21][C:22]([O:25][CH3:26])=[CH:23][CH:24]=1)(=[O:17])=[O:18])[CH3:28]. (6) Given the reactants [CH2:1]([NH:3][C:4]([N:6]1[CH2:11][C:10]([CH3:13])([CH3:12])[N:9]([CH2:14][C:15]2[CH:20]=[C:19]([C:21]3[CH:26]=[CH:25][C:24]([O:27]COC)=[CH:23][CH:22]=3)[N:18]=[C:17]3[N:31](C4CCCCO4)[N:32]=[C:33]([CH3:34])[C:16]=23)[CH2:8][C:7]1([CH3:42])[CH3:41])=[O:5])[CH3:2].Cl, predict the reaction product. The product is: [CH2:1]([NH:3][C:4]([N:6]1[CH2:11][C:10]([CH3:13])([CH3:12])[N:9]([CH2:14][C:15]2[CH:20]=[C:19]([C:21]3[CH:26]=[CH:25][C:24]([OH:27])=[CH:23][CH:22]=3)[N:18]=[C:17]3[NH:31][N:32]=[C:33]([CH3:34])[C:16]=23)[CH2:8][C:7]1([CH3:41])[CH3:42])=[O:5])[CH3:2]. (7) The product is: [CH:24]([N:23]([CH3:22])[C:2]1[C:3]([C:16]2[CH:21]=[CH:20][CH:19]=[CH:18][CH:17]=2)=[N:4][C:5]2[C:10]([N:11]=1)=[CH:9][C:8]([C:12]([O:14][CH3:15])=[O:13])=[CH:7][CH:6]=2)([CH3:26])[CH3:25]. Given the reactants Br[C:2]1[C:3]([C:16]2[CH:21]=[CH:20][CH:19]=[CH:18][CH:17]=2)=[N:4][C:5]2[C:10]([N:11]=1)=[CH:9][C:8]([C:12]([O:14][CH3:15])=[O:13])=[CH:7][CH:6]=2.[CH3:22][NH:23][CH:24]([CH3:26])[CH3:25].C(=O)([O-])[O-].[K+].[K+], predict the reaction product.